This data is from Catalyst prediction with 721,799 reactions and 888 catalyst types from USPTO. The task is: Predict which catalyst facilitates the given reaction. (1) Reactant: [C:1]([OH:10])(=O)[C@@H:2]([C@H:4]([C:6](O)=[O:7])[OH:5])[OH:3].[CH2:11]([NH2:18])[C:12]1[CH:17]=[CH:16][CH:15]=[CH:14][CH:13]=1. Product: [CH2:11]([N:18]1[C:6](=[O:7])[C@H:4]([OH:5])[C@@H:2]([OH:3])[C:1]1=[O:10])[C:12]1[CH:17]=[CH:16][CH:15]=[CH:14][CH:13]=1. The catalyst class is: 673. (2) The catalyst class is: 11. Product: [N:1]1([C:6]2[CH:39]=[CH:38][C:9]([CH2:10][C:11]3[C:12]([O:41][CH3:40])=[N:13][C:14]4[C:19]([C:20]=3[Cl:21])=[CH:18][C:17]([C:22]([C:30]3[CH:35]=[CH:34][CH:33]=[C:32]([F:36])[CH:31]=3)([C:24]3[CH:25]=[N:26][CH:27]=[CH:28][CH:29]=3)[OH:23])=[CH:16][CH:15]=4)=[CH:8][CH:7]=2)[CH:5]=[CH:4][CH:3]=[N:2]1. Reactant: [N:1]1([C:6]2[CH:39]=[CH:38][C:9]([CH2:10][C:11]3[C:12](Cl)=[N:13][C:14]4[C:19]([C:20]=3[Cl:21])=[CH:18][C:17]([C:22]([C:30]3[CH:35]=[CH:34][CH:33]=[C:32]([F:36])[CH:31]=3)([C:24]3[CH:25]=[N:26][CH:27]=[CH:28][CH:29]=3)[OH:23])=[CH:16][CH:15]=4)=[CH:8][CH:7]=2)[CH:5]=[CH:4][CH:3]=[N:2]1.[CH3:40][O-:41].[Na+]. (3) Reactant: CN(C)C=O.[H-].[Na+].[CH2:8](I)[CH2:9][CH2:10][CH3:11].[I:13][C:14]1[CH:28]=[CH:27][CH:26]=[CH:25][C:15]=1[C:16]([NH:18][C:19]1[CH:24]=[CH:23][CH:22]=[CH:21][CH:20]=1)=[O:17]. Product: [CH2:8]([N:18]([C:16](=[O:17])[C:15]1[CH:25]=[CH:26][CH:27]=[CH:28][C:14]=1[I:13])[C:19]1[CH:24]=[CH:23][CH:22]=[CH:21][CH:20]=1)[CH2:9][CH2:10][CH3:11]. The catalyst class is: 6. (4) Reactant: [NH2:1][C:2]1[CH:3]=[C:4]([C@H:17]([CH3:23])[CH2:18][C:19]([O:21][CH3:22])=[O:20])[CH:5]=[CH:6][C:7]=1[N:8]([CH2:13][CH:14]([CH3:16])[CH3:15])[CH2:9][CH:10]([CH3:12])[CH3:11].[C:24](Cl)(=O)[O:25]C1C=CC([N+]([O-])=O)=CC=1.[N:37]1[C:46]2[C:41](=[CH:42][C:43]([NH2:47])=[CH:44][CH:45]=2)[N:40]=[CH:39][CH:38]=1.C(N(CC)CC)C. Product: [CH2:9]([N:8]([CH2:13][CH:14]([CH3:15])[CH3:16])[C:7]1[CH:6]=[CH:5][C:4]([C@H:17]([CH3:23])[CH2:18][C:19]([O:21][CH3:22])=[O:20])=[CH:3][C:2]=1[NH:1][C:24]([NH:47][C:43]1[CH:42]=[C:41]2[C:46](=[CH:45][CH:44]=1)[N:37]=[CH:38][CH:39]=[N:40]2)=[O:25])[CH:10]([CH3:12])[CH3:11]. The catalyst class is: 249.